Predict which catalyst facilitates the given reaction. From a dataset of Catalyst prediction with 721,799 reactions and 888 catalyst types from USPTO. (1) Reactant: [CH2:1]([O:3][C:4](=[O:10])[CH:5]=[C:6]1[CH2:9][CH2:8][CH2:7]1)[CH3:2].[N+:11]([CH3:14])([O-:13])=[O:12].[F-].C([N+](CCCC)(CCCC)CCCC)CCC. Product: [CH2:1]([O:3][C:4](=[O:10])[CH2:5][C:6]1([CH2:14][N+:11]([O-:13])=[O:12])[CH2:9][CH2:8][CH2:7]1)[CH3:2]. The catalyst class is: 54. (2) Product: [Cl:1][C:2]1[C:3]([OH:22])=[C:4]([NH:8][S:9]([C:12]2[CH:13]=[C:14]([CH:19]=[CH:20][CH:21]=2)[C:15]([OH:17])=[O:16])(=[O:11])=[O:10])[CH:5]=[N:6][CH:7]=1. The catalyst class is: 8. Reactant: [Cl:1][C:2]1[C:3]([OH:22])=[C:4]([NH:8][S:9]([C:12]2[CH:13]=[C:14]([CH:19]=[CH:20][CH:21]=2)[C:15]([O:17]C)=[O:16])(=[O:11])=[O:10])[CH:5]=[N:6][CH:7]=1.[OH-].[Na+]. (3) Reactant: [Cl:1][C:2]1[CH:7]=[C:6]([NH:8][CH:9]([CH3:11])[CH3:10])[CH:5]=[CH:4][C:3]=1[C:12](=O)[CH2:13][C:14]([C:16]1[C:17]([OH:37])=[C:18]([CH:26]2[CH2:30][CH2:29][N:28]([CH3:31])[CH:27]2[CH2:32][O:33]C(=O)C)[C:19]([O:24][CH3:25])=[CH:20][C:21]=1[O:22][CH3:23])=[O:15].C([O-])(O)=O.[Na+]. Product: [Cl:1][C:2]1[CH:7]=[C:6]([NH:8][CH:9]([CH3:11])[CH3:10])[CH:5]=[CH:4][C:3]=1[C:12]1[O:37][C:17]2[C:16]([C:14](=[O:15])[CH:13]=1)=[C:21]([O:22][CH3:23])[CH:20]=[C:19]([O:24][CH3:25])[C:18]=2[C@@H:26]1[CH2:30][CH2:29][N:28]([CH3:31])[C@H:27]1[CH2:32][OH:33]. The catalyst class is: 33. (4) Product: [ClH:31].[CH:2]1([C:7]2[CH:21]=[CH:20][C:10]([CH2:11][O:12][C:13]3[CH:14]=[CH:15][C:16]([NH:17][NH2:26])=[CH:18][CH:19]=3)=[CH:9][C:8]=2[C:22]([F:23])([F:24])[F:25])[CH2:3][CH2:4][CH2:5][CH2:6]1. The catalyst class is: 223. Reactant: Cl.[CH:2]1([C:7]2[CH:21]=[CH:20][C:10]([CH2:11][O:12][C:13]3[CH:19]=[CH:18][C:16]([NH2:17])=[CH:15][CH:14]=3)=[CH:9][C:8]=2[C:22]([F:25])([F:24])[F:23])[CH2:6][CH2:5][CH2:4][CH2:3]1.[N:26]([O-])=O.[Na+].[Sn](Cl)[Cl:31].